From a dataset of Peptide-MHC class II binding affinity with 134,281 pairs from IEDB. Regression. Given a peptide amino acid sequence and an MHC pseudo amino acid sequence, predict their binding affinity value. This is MHC class II binding data. (1) The MHC is DRB1_1501 with pseudo-sequence DRB1_1501. The peptide sequence is LDSWWTSLNFLGGSP. The binding affinity (normalized) is 0.0944. (2) The peptide sequence is PRLLYAKSSPAYPSV. The MHC is DRB1_1201 with pseudo-sequence DRB1_1201. The binding affinity (normalized) is 0.626. (3) The binding affinity (normalized) is 0.157. The peptide sequence is GARILTSESQLTITK. The MHC is DRB1_0405 with pseudo-sequence DRB1_0405. (4) The peptide sequence is NAGFKAALAAAAGVP. The MHC is DRB1_0401 with pseudo-sequence DRB1_0401. The binding affinity (normalized) is 0.401. (5) The MHC is HLA-DQA10501-DQB10201 with pseudo-sequence HLA-DQA10501-DQB10201. The binding affinity (normalized) is 0.406. The peptide sequence is ESHGVAAVLFAATAA. (6) The peptide sequence is IELQIVDKIDAAFKI. The MHC is DRB1_0701 with pseudo-sequence DRB1_0701. The binding affinity (normalized) is 0.937.